Dataset: Forward reaction prediction with 1.9M reactions from USPTO patents (1976-2016). Task: Predict the product of the given reaction. (1) Given the reactants [CH3:1][C:2]12[O:9][CH:6]([CH2:7][CH2:8]1)[C:5](=O)[CH2:4][C:3]2=[O:11].P(Cl)(Cl)(Cl)(Cl)[Cl:13], predict the reaction product. The product is: [Cl:13][C:5]1[CH:6]2[O:9][C:2]([CH3:1])([CH2:8][CH2:7]2)[C:3](=[O:11])[CH:4]=1. (2) Given the reactants [CH3:1][O:2][C:3]1[CH:8]=[CH:7][C:6]([N:9]2[C:13]3[C:14]4[CH:15]=[N:16][NH:17][C:18]=4[CH2:19][CH2:20][C:12]=3[C:11]([C:21]([O:23]CC)=O)=[N:10]2)=[CH:5][CH:4]=1.[OH-].[NH4+:27], predict the reaction product. The product is: [CH3:1][O:2][C:3]1[CH:4]=[CH:5][C:6]([N:9]2[C:13]3[C:14]4[CH:15]=[N:16][NH:17][C:18]=4[CH2:19][CH2:20][C:12]=3[C:11]([C:21]([NH2:27])=[O:23])=[N:10]2)=[CH:7][CH:8]=1.